This data is from Catalyst prediction with 721,799 reactions and 888 catalyst types from USPTO. The task is: Predict which catalyst facilitates the given reaction. (1) Reactant: CS(O[CH2:6][CH:7]([OH:23])[CH2:8][CH:9]1[C:18]2[CH:17]=[CH:16][S:15][C:14]=2[CH2:13][CH2:12][C:11]2[CH:19]=[CH:20][CH:21]=[CH:22][C:10]1=2)(=O)=O.[N-:24]=[N+:25]=[N-:26].[Na+]. Product: [N:24]([CH2:6][CH:7]([OH:23])[CH2:8][CH:9]1[C:18]2[CH:17]=[CH:16][S:15][C:14]=2[CH2:13][CH2:12][C:11]2[CH:19]=[CH:20][CH:21]=[CH:22][C:10]1=2)=[N+:25]=[N-:26]. The catalyst class is: 163. (2) Reactant: CCN(C(C)C)C(C)C.Cl.[N:11]1[CH:16]=[CH:15][CH:14]=[C:13]([C:17]2[NH:21][N:20]=[C:19]([C:22]([OH:24])=O)[CH:18]=2)[CH:12]=1.C1(C2NN=C(C(O)=O)C=2)C=CC=CC=1.C(C1C=NC=CC=1)(=O)C.C1C=CC2N(O)N=NC=2C=1.CCN=C=NCCCN(C)C.Cl.Cl.[NH2:71][CH2:72][C:73]([N:75]1[CH2:80][CH2:79][CH:78]([O:81][C:82]2[CH:87]=[CH:86][CH:85]=[C:84]([C:88]([F:91])([F:90])[F:89])[CH:83]=2)[CH2:77][CH2:76]1)=[O:74]. Product: [O:74]=[C:73]([N:75]1[CH2:76][CH2:77][CH:78]([O:81][C:82]2[CH:87]=[CH:86][CH:85]=[C:84]([C:88]([F:91])([F:89])[F:90])[CH:83]=2)[CH2:79][CH2:80]1)[CH2:72][NH:71][C:22]([C:19]1[CH:18]=[C:17]([C:13]2[CH:12]=[N:11][CH:16]=[CH:15][CH:14]=2)[NH:21][N:20]=1)=[O:24]. The catalyst class is: 18. (3) Reactant: Cl.[F:2][C:3]1[CH:11]=[C:10]([F:12])[CH:9]=[C:8]2[C:4]=1[CH2:5][CH2:6][C@H:7]2[NH2:13].[CH:14](=O)[C:15]1[CH:20]=[CH:19][CH:18]=[CH:17][CH:16]=1.[N+:22]([C:25]1[CH:33]=[CH:32][CH:31]=[CH:30][C:26]=1[C:27]([OH:29])=O)([O-:24])=[O:23].C1(C2CCC([N+:46]#[C-:47])=CC2)C=CC=CC=1.C[OH:49]. Product: [C:47]([C@@H:14]([C:15]1[CH:20]=[CH:19][CH:18]=[CH:17][CH:16]=1)[N:13]([C@H:7]1[C:8]2[C:4](=[C:3]([F:2])[CH:11]=[C:10]([F:12])[CH:9]=2)[CH2:5][CH2:6]1)[C:27](=[O:29])[C:26]1[CH:30]=[CH:31][CH:32]=[CH:33][C:25]=1[N+:22]([O-:24])=[O:23])(=[O:49])[NH2:46]. The catalyst class is: 66.